Task: Predict the product of the given reaction.. Dataset: Forward reaction prediction with 1.9M reactions from USPTO patents (1976-2016) (1) Given the reactants [CH3:1][C@H:2]([NH2:9])[C:3]1[CH:8]=[CH:7][CH:6]=[CH:5][CH:4]=1.[CH2:10]([O:17][C:18]1[CH:19]=[C:20]([CH:23]=[CH:24][CH:25]=1)[CH:21]=O)[C:11]1[CH:16]=[CH:15][CH:14]=[CH:13][CH:12]=1, predict the reaction product. The product is: [CH2:10]([O:17][C:18]1[CH:19]=[C:20]([CH:23]=[CH:24][CH:25]=1)[CH:21]=[N:9][C@@H:2]([CH3:1])[C:3]1[CH:8]=[CH:7][CH:6]=[CH:5][CH:4]=1)[C:11]1[CH:12]=[CH:13][CH:14]=[CH:15][CH:16]=1. (2) Given the reactants Br[CH2:2][CH3:3].Cl.[CH3:5][O:6][C:7]([CH:9]1[CH2:13][CH2:12][CH2:11][NH:10]1)=[O:8].C(=O)([O-])[O-].[Cs+].[Cs+].C(#N)C, predict the reaction product. The product is: [CH3:5][O:6][C:7]([CH:9]1[CH2:13][CH2:12][CH2:11][N:10]1[CH2:2][CH3:3])=[O:8]. (3) The product is: [Si:1]([O:8][CH2:9][CH2:10][N:11]([C:37]#[N:36])[C:12]1[CH:17]=[CH:16][C:15]([NH:18][C:19](=[O:35])[C:20]2[CH:25]=[CH:24][N:23]=[CH:22][C:21]=2[NH:26][C:27]([C:29]2[S:30][C:31]([Cl:34])=[CH:32][CH:33]=2)=[O:28])=[CH:14][CH:13]=1)([C:4]([CH3:7])([CH3:5])[CH3:6])([CH3:3])[CH3:2]. Given the reactants [Si:1]([O:8][CH2:9][CH2:10][NH:11][C:12]1[CH:17]=[CH:16][C:15]([NH:18][C:19](=[O:35])[C:20]2[CH:25]=[CH:24][N:23]=[CH:22][C:21]=2[NH:26][C:27]([C:29]2[S:30][C:31]([Cl:34])=[CH:32][CH:33]=2)=[O:28])=[CH:14][CH:13]=1)([C:4]([CH3:7])([CH3:6])[CH3:5])([CH3:3])[CH3:2].[N:36]#[C:37]Br.C(=O)(O)[O-].[Na+], predict the reaction product. (4) Given the reactants [Br:1][C:2]1[CH:10]=[C:9]2[C:5]([CH2:6][C:7]3([CH2:23][N:22]([C:24]([O:26][C:27]([CH3:30])([CH3:29])[CH3:28])=[O:25])[CH2:21]3)[C:8]2=[N:11][S:12]([CH2:15][CH2:16][Si:17]([CH3:20])([CH3:19])[CH3:18])(=[O:14])=[O:13])=[CH:4][CH:3]=1.[CH:31]([Mg]Br)=[CH2:32], predict the reaction product. The product is: [Br:1][C:2]1[CH:10]=[C:9]2[C:5]([CH2:6][C:7]3([CH2:21][N:22]([C:24]([O:26][C:27]([CH3:30])([CH3:29])[CH3:28])=[O:25])[CH2:23]3)[C:8]2([NH:11][S:12]([CH2:15][CH2:16][Si:17]([CH3:18])([CH3:19])[CH3:20])(=[O:14])=[O:13])[CH:31]=[CH2:32])=[CH:4][CH:3]=1. (5) Given the reactants [N:1]1([C:10]([O:12][C:13]([CH3:16])([CH3:15])[CH3:14])=[O:11])[C:5]2([CH2:9][CH2:8][NH:7][CH2:6]2)[CH2:4][CH2:3][CH2:2]1.F[C:18]1[CH:23]=[CH:22][C:21]([N+:24]([O-:26])=[O:25])=[C:20]([O:27][CH:28]([CH3:30])[CH3:29])[CH:19]=1.C(=O)([O-])[O-].[K+].[K+].C(OCC)(=O)C, predict the reaction product. The product is: [N+:24]([C:21]1[CH:22]=[CH:23][C:18]([N:7]2[CH2:8][CH2:9][C:5]3([N:1]([C:10]([O:12][C:13]([CH3:16])([CH3:15])[CH3:14])=[O:11])[CH2:2][CH2:3][CH2:4]3)[CH2:6]2)=[CH:19][C:20]=1[O:27][CH:28]([CH3:30])[CH3:29])([O-:26])=[O:25]. (6) Given the reactants [Cl:1][C:2]1[CH:7]=[CH:6][C:5]([C:8]2[C:13]([CH3:14])=[N:12][NH:11][C:10](=O)[C:9]=2[C:16]2[C:21]([CH3:22])=[CH:20][CH:19]=[CH:18][N:17]=2)=[CH:4][CH:3]=1.P(Cl)(Cl)([Cl:25])=O, predict the reaction product. The product is: [Cl:25][C:10]1[N:11]=[N:12][C:13]([CH3:14])=[C:8]([C:5]2[CH:6]=[CH:7][C:2]([Cl:1])=[CH:3][CH:4]=2)[C:9]=1[C:16]1[C:21]([CH3:22])=[CH:20][CH:19]=[CH:18][N:17]=1. (7) The product is: [CH:1]1[C:6]([Cl:7])=[C:5]([S:8]([NH2:11])(=[O:9])=[O:10])[CH:4]=[C:3]2[S:12]([N-:15][CH:16]=[N:17][C:2]=12)(=[O:14])=[O:13].[Na+:19]. Given the reactants [CH:1]1[C:6]([Cl:7])=[C:5]([S:8]([NH2:11])(=[O:10])=[O:9])[CH:4]=[C:3]2[S:12]([NH:15][CH:16]=[N:17][C:2]=12)(=[O:14])=[O:13].[OH-].[Na+:19].C[O-].[Na+], predict the reaction product. (8) The product is: [F:1][C:2]1[CH:3]=[C:4]([CH:8]=[C:9]([C:11]([F:14])([F:13])[F:12])[CH:10]=1)[C:5]([N:22]([CH:23]([CH3:25])[CH3:24])[CH:19]([CH3:21])[CH3:20])=[O:7]. Given the reactants [F:1][C:2]1[CH:3]=[C:4]([CH:8]=[C:9]([C:11]([F:14])([F:13])[F:12])[CH:10]=1)[C:5]([OH:7])=O.S(Cl)(Cl)=O.[CH:19]([NH:22][CH:23]([CH3:25])[CH3:24])([CH3:21])[CH3:20], predict the reaction product.